From a dataset of Reaction yield outcomes from USPTO patents with 853,638 reactions. Predict the reaction yield, written as a fraction of the theoretical maximum amount of product (1.0 means a 100% yield; for example, 0.34 means a 34% yield). (1) The reactants are [C:1]([C:5]1[CH:6]=[C:7]([C:16]2[CH:21]=[CH:20][C:19]([C:22]([O:24]CC)=[O:23])=[CH:18][CH:17]=2)[CH:8]=[C:9]([C:12]([CH3:15])([CH3:14])[CH3:13])[C:10]=1[OH:11])([CH3:4])([CH3:3])[CH3:2]. The catalyst is C(O)C. The product is [C:12]([C:9]1[CH:8]=[C:7]([C:16]2[CH:17]=[CH:18][C:19]([C:22]([OH:24])=[O:23])=[CH:20][CH:21]=2)[CH:6]=[C:5]([C:1]([CH3:4])([CH3:3])[CH3:2])[C:10]=1[OH:11])([CH3:13])([CH3:14])[CH3:15]. The yield is 0.470. (2) The product is [OH:4][CH2:5][C:6]([N:8]1[CH2:17][CH2:16][C:15]2[C:10](=[CH:11][CH:12]=[C:13]([N:18]3[CH2:22][C@H:21]([CH2:23][NH:24][C:25](=[O:27])[CH3:26])[O:20][C:19]3=[O:28])[CH:14]=2)[CH2:9]1)=[O:7]. The reactants are C([O:4][CH2:5][C:6]([N:8]1[CH2:17][CH2:16][C:15]2[C:10](=[CH:11][CH:12]=[C:13]([N:18]3[CH2:22][C@H:21]([CH2:23][NH:24][C:25](=[O:27])[CH3:26])[O:20][C:19]3=[O:28])[CH:14]=2)[CH2:9]1)=[O:7])(=O)C.C([O-])([O-])=O.[K+].[K+].Cl. The catalyst is CO. The yield is 0.710. (3) The reactants are [Cl:1][C:2]1[CH:7]=[CH:6][C:5]([C@H:8]2[CH2:12][CH2:11][C@H:10]([C:13]3[CH:18]=[CH:17][C:16]([Cl:19])=[C:15]([N+:20]([O-:22])=[O:21])[CH:14]=3)[N:9]2[C:23]2[CH:28]=[CH:27][C:26](I)=[CH:25][CH:24]=2)=[CH:4][C:3]=1[N+:30]([O-:32])=[O:31].CC1(C)C(C)(C)OB([C:41]2[CH:42]=[CH:43][C:44]([N:47]3[CH2:52][CH2:51][O:50][CH2:49][CH2:48]3)=[N:45][CH:46]=2)O1.P([O-])([O-])([O-])=O.[K+].[K+].[K+].O. The catalyst is C1COCC1.C1C=CC(/C=C/C(/C=C/C2C=CC=CC=2)=O)=CC=1.C1C=CC(/C=C/C(/C=C/C2C=CC=CC=2)=O)=CC=1.C1C=CC(/C=C/C(/C=C/C2C=CC=CC=2)=O)=CC=1.[Pd].[Pd]. The product is [Cl:1][C:2]1[CH:7]=[CH:6][C:5]([C@H:8]2[CH2:12][CH2:11][C@H:10]([C:13]3[CH:18]=[CH:17][C:16]([Cl:19])=[C:15]([N+:20]([O-:22])=[O:21])[CH:14]=3)[N:9]2[C:23]2[CH:28]=[CH:27][C:26]([C:41]3[CH:42]=[CH:43][C:44]([N:47]4[CH2:48][CH2:49][O:50][CH2:51][CH2:52]4)=[N:45][CH:46]=3)=[CH:25][CH:24]=2)=[CH:4][C:3]=1[N+:30]([O-:32])=[O:31]. The yield is 0.510. (4) The reactants are [CH3:1][C:2]1([CH3:23])[CH2:6][O:5][C:4]2=[CH:7][C:8]3[O:9][CH2:10][C:11]4([C:21]=3[CH:22]=[C:3]12)[C:19]1[C:14](=[CH:15][CH:16]=[CH:17][CH:18]=1)[NH:13][C:12]4=[O:20].[H-].[Na+].Br.Br[CH2:28][C:29]1[CH:30]=[N:31][CH:32]=[CH:33][CH:34]=1. The catalyst is CN(C=O)C. The product is [CH3:1][C:2]1([CH3:23])[CH2:6][O:5][C:4]2=[CH:7][C:8]3[O:9][CH2:10][C:11]4([C:21]=3[CH:22]=[C:3]12)[C:19]1[C:14](=[CH:15][CH:16]=[CH:17][CH:18]=1)[N:13]([CH2:28][C:29]1[CH:30]=[N:31][CH:32]=[CH:33][CH:34]=1)[C:12]4=[O:20]. The yield is 0.480. (5) The reactants are [F:1][C:2]([F:21])([F:20])[C:3]([C:12]1[CH:17]=[C:16]([CH3:18])[CH:15]=[CH:14][C:13]=1[I:19])([O:8][CH2:9][O:10][CH3:11])[C:4]([F:7])([F:6])[F:5].[Br:22]N1C(=O)CCC1=O. The catalyst is C(Cl)(Cl)(Cl)Cl.C(OOC(=O)C1C=CC=CC=1)(=O)C1C=CC=CC=1. The product is [Br:22][CH2:18][C:16]1[CH:15]=[CH:14][C:13]([I:19])=[C:12]([C:3]([O:8][CH2:9][O:10][CH3:11])([C:4]([F:7])([F:6])[F:5])[C:2]([F:1])([F:20])[F:21])[CH:17]=1. The yield is 0.760. (6) The reactants are [CH3:1][C:2]1[C:6]([CH:7]=O)=[CH:5][N:4]([C:9]2[CH:14]=[CH:13][N:12]=[C:11]3[N:15]([CH2:18][O:19][CH2:20][CH2:21][Si:22]([CH3:25])([CH3:24])[CH3:23])[CH:16]=[CH:17][C:10]=23)[N:3]=1.C(Cl)Cl.C(O)(=O)C.C(O[BH-](OC(=O)C)OC(=O)C)(=O)C.[Na+].[NH2:47][C:48]1[CH:53]=[CH:52][CH:51]=[CH:50][CH:49]=1. No catalyst specified. The product is [CH3:1][C:2]1[C:6]([CH2:7][NH:47][C:48]2[CH:53]=[CH:52][CH:51]=[CH:50][CH:49]=2)=[CH:5][N:4]([C:9]2[CH:14]=[CH:13][N:12]=[C:11]3[N:15]([CH2:18][O:19][CH2:20][CH2:21][Si:22]([CH3:25])([CH3:24])[CH3:23])[CH:16]=[CH:17][C:10]=23)[N:3]=1. The yield is 0.700.